Dataset: Full USPTO retrosynthesis dataset with 1.9M reactions from patents (1976-2016). Task: Predict the reactants needed to synthesize the given product. (1) Given the product [CH3:23][N:24]([CH3:26])/[CH:25]=[CH:13]/[C:12]([C:8]1[N:7]=[C:6]2[N:5]([CH:15]3[CH2:16][CH2:17][O:18][CH2:19][CH2:20]3)[N:4]=[C:3]([CH2:1][CH3:2])[C:11]2=[CH:10][CH:9]=1)=[O:14], predict the reactants needed to synthesize it. The reactants are: [CH2:1]([C:3]1[C:11]2[C:6](=[N:7][C:8]([C:12](=[O:14])[CH3:13])=[CH:9][CH:10]=2)[N:5]([CH:15]2[CH2:20][CH2:19][O:18][CH2:17][CH2:16]2)[N:4]=1)[CH3:2].CO[CH:23](OC)[N:24]([CH3:26])[CH3:25].CN(C)C=O. (2) Given the product [CH3:1][O:2][C:3]1[CH:4]=[C:5]([NH:6][C:10](=[O:12])[CH3:11])[CH:7]=[CH:8][CH:9]=1, predict the reactants needed to synthesize it. The reactants are: [CH3:1][O:2][C:3]1[CH:4]=[C:5]([CH:7]=[CH:8][CH:9]=1)[NH2:6].[C:10](OC(=O)C)(=[O:12])[CH3:11].CCN(C(C)C)C(C)C.C(Cl)Cl. (3) Given the product [C:28]([N:1]1[CH2:4][CH:3]([N:5]2[CH2:10][CH2:9][N:8]([C:11]([O:13][C:14]([CH3:15])([CH3:16])[CH3:17])=[O:12])[CH2:7][CH:6]2[C:18](=[O:20])[NH2:19])[CH2:2]1)(=[O:31])[CH:29]=[CH2:30], predict the reactants needed to synthesize it. The reactants are: [NH:1]1[CH2:4][CH:3]([N:5]2[CH2:10][CH2:9][N:8]([C:11]([O:13][C:14]([CH3:17])([CH3:16])[CH3:15])=[O:12])[CH2:7][CH:6]2[C:18](=[O:20])[NH2:19])[CH2:2]1.CCN(CC)CC.[C:28](Cl)(=[O:31])[CH:29]=[CH2:30]. (4) Given the product [C:1]([O:5][C:6]([CH:8]1[CH2:16][CH:15]2[CH:10]([CH2:11][CH2:12][CH2:13][CH2:14]2)[N:9]1[C:17](=[O:34])[CH:18]([NH2:23])[C:19]([CH3:22])([CH3:21])[CH3:20])=[O:7])([CH3:4])([CH3:2])[CH3:3], predict the reactants needed to synthesize it. The reactants are: [C:1]([O:5][C:6]([CH:8]1[CH2:16][CH:15]2[CH:10]([CH2:11][CH2:12][CH2:13][CH2:14]2)[N:9]1[C:17](=[O:34])[CH:18]([NH:23]C(OCC1C=CC=CC=1)=O)[C:19]([CH3:22])([CH3:21])[CH3:20])=[O:7])([CH3:4])([CH3:3])[CH3:2]. (5) Given the product [C:1]([O:9][C@@H:10]1[C@H:14]([F:15])[C@@H:13]([CH2:16][CH:17]([P:25]([O:30][CH2:31][CH3:32])([O:27][CH2:28][CH3:29])=[O:26])[S:18][C:19]2[CH:20]=[CH:21][CH:22]=[CH:23][CH:24]=2)[O:42][C@H:40]1[O:43][C:45](=[O:47])[CH3:46])(=[O:8])[C:2]1[CH:7]=[CH:6][CH:5]=[CH:4][CH:3]=1, predict the reactants needed to synthesize it. The reactants are: [C:1]([O:9][C@@H:10]1[C@H:14]([F:15])[C@@H:13]([CH2:16][CH:17]([P:25]([O:30][CH2:31][CH3:32])([O:27][CH2:28][CH3:29])=[O:26])[S:18][C:19]2[CH:24]=[CH:23][CH:22]=[CH:21][CH:20]=2)O[C@@H]1OC)(=[O:8])[C:2]1[CH:7]=[CH:6][CH:5]=[CH:4][CH:3]=1.S(=O)(=O)(O)O.[C:40]([O-:43])([OH:42])=O.[Na+].[C:45](OC(=O)C)(=[O:47])[CH3:46]. (6) Given the product [C:24]1([S:30]([N:15]2[CH2:16][CH2:17][N:12]([CH2:11][C:9]3[S:10][C:5]4[C:4]([N:18]5[CH2:19][CH2:20][O:21][CH2:22][CH2:23]5)=[N:3][C:2]([Cl:1])=[N:7][C:6]=4[CH:8]=3)[CH2:13][CH2:14]2)(=[O:32])=[O:31])[CH:29]=[CH:28][CH:27]=[CH:26][CH:25]=1, predict the reactants needed to synthesize it. The reactants are: [Cl:1][C:2]1[N:3]=[C:4]([N:18]2[CH2:23][CH2:22][O:21][CH2:20][CH2:19]2)[C:5]2[S:10][C:9]([CH2:11][N:12]3[CH2:17][CH2:16][NH:15][CH2:14][CH2:13]3)=[CH:8][C:6]=2[N:7]=1.[C:24]1([S:30](Cl)(=[O:32])=[O:31])[CH:29]=[CH:28][CH:27]=[CH:26][CH:25]=1.C(N(CC)CC)C. (7) The reactants are: [CH3:1][C:2]1([CH3:21])[N:6]([C:7]([O:9][CH2:10][C:11]2[CH:16]=[CH:15][CH:14]=[CH:13][CH:12]=2)=[O:8])[C@@H:5]([C:17]([O:19]C)=O)[CH2:4][O:3]1.[CH3:22][CH2:23][Mg+].[Br-]. Given the product [OH:19][C:17]1([C@H:5]2[CH2:4][O:3][C:2]([CH3:1])([CH3:21])[N:6]2[C:7]([O:9][CH2:10][C:11]2[CH:12]=[CH:13][CH:14]=[CH:15][CH:16]=2)=[O:8])[CH2:23][CH2:22]1, predict the reactants needed to synthesize it.